Dataset: hERG Central: cardiac toxicity at 1µM, 10µM, and general inhibition. Task: Predict hERG channel inhibition at various concentrations. (1) The drug is CCc1ccccc1OCC(=O)OCC(=O)c1c(N)n(C)c(=O)n(C)c1=O. Results: hERG_inhib (hERG inhibition (general)): blocker. (2) The molecule is CCOc1ccc(C(=O)Nc2ccccc2C#N)cc1[N+](=O)[O-]. Results: hERG_inhib (hERG inhibition (general)): blocker. (3) The drug is COc1cccc(N2CCN(C(=O)c3ccc(CS(=O)Cc4ccccc4Cl)o3)CC2)c1. Results: hERG_inhib (hERG inhibition (general)): blocker. (4) The molecule is COc1ccc(-c2nnc(SCc3nnc(-c4ccc(Cl)cc4)o3)n2-c2ccccc2)cc1. Results: hERG_inhib (hERG inhibition (general)): blocker. (5) The molecule is CCOc1ccc(N2CC(C(=O)N3CCCc4ccccc43)CC2=O)cc1. Results: hERG_inhib (hERG inhibition (general)): blocker. (6) The drug is COc1ccc(OCC(O)Cn2c(=N)n(Cc3ccccc3)c3ccccc32)cc1.Cl. Results: hERG_inhib (hERG inhibition (general)): blocker. (7) Results: hERG_inhib (hERG inhibition (general)): blocker. The molecule is O=C(CCCN1C(=O)C(c2ccccc2)Oc2cccnc21)Nc1cccc(F)c1.